The task is: Predict the reactants needed to synthesize the given product.. This data is from Full USPTO retrosynthesis dataset with 1.9M reactions from patents (1976-2016). (1) The reactants are: CN(C)/[CH:3]=[C:4](\[O:7][CH3:8])/[CH:5]=O.[NH2:10][C:11]([NH2:13])=[O:12].Cl. Given the product [CH3:8][O:7][C:4]1[CH:3]=[N:10][C:11]([OH:12])=[N:13][CH:5]=1, predict the reactants needed to synthesize it. (2) Given the product [Cl:1][C:2]1[CH:3]=[C:4]2[C:9](=[CH:10][C:11]=1[CH:12]=[O:34])[N:8]=[C:7]([C:13]1[CH:14]=[CH:15][CH:16]=[CH:17][CH:18]=1)[CH:6]=[CH:5]2, predict the reactants needed to synthesize it. The reactants are: [Cl:1][C:2]1[CH:3]=[C:4]2[C:9](=[CH:10][C:11]=1[CH3:12])[N:8]=[C:7]([C:13]1[CH:18]=[CH:17][CH:16]=[CH:15][CH:14]=1)[CH:6]=[CH:5]2.CC(N=NC(C#N)(C)C)(C#N)C.C1C(=O)N(Br)C(=[O:34])C1.C([O-])(O)=O.[Na+]. (3) Given the product [NH2:11][C@@H:8]([C:9]1[NH:11][C:8]2[CH:9]=[CH:10][C:5]([C:1]([CH3:4])([CH3:2])[CH3:3])=[CH:6][C:7]=2[N:12]=1)[CH2:7][CH2:6][OH:13], predict the reactants needed to synthesize it. The reactants are: [C:1]([C:5]1[CH:10]=[CH:9][C:8]([NH2:11])=[C:7]([NH2:12])[CH:6]=1)([CH3:4])([CH3:3])[CH3:2].[OH2:13]. (4) Given the product [CH3:16][N:9]1[C:8]2[CH:13]=[C:4]([N+:1]([O-:3])=[O:2])[CH:5]=[CH:6][C:7]=2[O:11][C:10]1=[O:12], predict the reactants needed to synthesize it. The reactants are: [N+:1]([C:4]1[CH:5]=[CH:6][C:7]2[O:11][C:10](=[O:12])[NH:9][C:8]=2[CH:13]=1)([O-:3])=[O:2].[H-].[Na+].[CH3:16]I. (5) Given the product [NH2:8][C@H:9]1[CH2:13][CH2:12][N:11]([CH2:14][C:15]2[CH:20]=[CH:19][C:18]([F:21])=[CH:17][CH:16]=2)[CH2:10]1, predict the reactants needed to synthesize it. The reactants are: C(OC([NH:8][C@H:9]1[CH2:13][CH2:12][N:11]([CH2:14][C:15]2[CH:20]=[CH:19][C:18]([F:21])=[CH:17][CH:16]=2)[CH2:10]1)=O)(C)(C)C.